Dataset: Catalyst prediction with 721,799 reactions and 888 catalyst types from USPTO. Task: Predict which catalyst facilitates the given reaction. (1) Reactant: [CH2:1]([NH:3][C:4]1[C:9]([CH2:10][OH:11])=[CH:8][N:7]=[C:6]([S:12][CH3:13])[N:5]=1)[CH3:2]. Product: [CH2:1]([NH:3][C:4]1[C:9]([CH:10]=[O:11])=[CH:8][N:7]=[C:6]([S:12][CH3:13])[N:5]=1)[CH3:2]. The catalyst class is: 697. (2) Reactant: [H-].[Na+].[OH:3][C@H:4]1[CH2:9][CH2:8][C@H:7]([N:10]2[C:18](=[O:19])[C:17]3[C:12](=[CH:13][CH:14]=[CH:15][CH:16]=3)[C:11]2=[O:20])[CH2:6][CH2:5]1.[CH3:21]I. Product: [CH3:21][O:3][C@H:4]1[CH2:5][CH2:6][C@H:7]([N:10]2[C:11](=[O:20])[C:12]3[C:17](=[CH:16][CH:15]=[CH:14][CH:13]=3)[C:18]2=[O:19])[CH2:8][CH2:9]1. The catalyst class is: 35. (3) Reactant: [C:1]([C:7]1[C:15]2[C:10](=[N:11][CH:12]=[C:13]([NH:16][C:17]3[CH:18]=[CH:19][C:20]([CH:23]=O)=[N:21][CH:22]=3)[N:14]=2)[N:9]([CH2:25][O:26][CH2:27][CH2:28][Si:29]([CH3:32])([CH3:31])[CH3:30])[CH:8]=1)(=[O:6])[C:2]([CH3:5])([CH3:4])[CH3:3].[C:33]([CH2:35][C:36]([N:38]([CH3:40])[CH3:39])=[O:37])#[N:34].C(O)(=O)C.N1CCCCC1. Product: [C:33]([C:35](=[CH:23][C:20]1[CH:19]=[CH:18][C:17]([NH:16][C:13]2[N:14]=[C:15]3[C:7]([C:1](=[O:6])[C:2]([CH3:5])([CH3:3])[CH3:4])=[CH:8][N:9]([CH2:25][O:26][CH2:27][CH2:28][Si:29]([CH3:32])([CH3:31])[CH3:30])[C:10]3=[N:11][CH:12]=2)=[CH:22][N:21]=1)[C:36]([N:38]([CH3:40])[CH3:39])=[O:37])#[N:34]. The catalyst class is: 8.